Dataset: Full USPTO retrosynthesis dataset with 1.9M reactions from patents (1976-2016). Task: Predict the reactants needed to synthesize the given product. (1) Given the product [CH2:5]([O:4][C:2]([NH:16][C:15]1[CH:9]=[CH:10][N:11]([C@H:17]2[C:18]([F:26])([F:25])[C@H:19]([OH:24])[C@@H:20]([CH2:22][OH:23])[O:21]2)[C:12](=[O:13])[N:14]=1)=[O:3])[CH2:6][CH2:7][CH3:8], predict the reactants needed to synthesize it. The reactants are: Cl[C:2]([O:4][CH2:5][CH2:6][CH2:7][CH3:8])=[O:3].[CH:9]1[C:15]([NH2:16])=[N:14][C:12](=[O:13])[N:11]([C@@H:17]2[O:21][C@H:20]([CH2:22][OH:23])[C@@H:19]([OH:24])[C:18]2([F:26])[F:25])[CH:10]=1.Cl. (2) The reactants are: C1C=CC(P(C2C(C3C(P(C4C=CC=CC=4)C4C=CC=CC=4)=CC=C4C=3C=CC=C4)=C3C(C=CC=C3)=CC=2)C2C=CC=CC=2)=CC=1.C(=O)([O-])[O-].[Cs+].[Cs+].[F:53][C:54]1[CH:60]=[CH:59][C:57]([NH2:58])=[CH:56][CH:55]=1.Cl[C:62]1[N:67]=[CH:66][C:65]([C:68]([N:70]([CH3:92])[C:71]2[CH:76]=[CH:75][C:74]([CH2:77][N:78]3[CH2:83][CH2:82][N:81]([C:84]([O:86][C:87]([CH3:90])([CH3:89])[CH3:88])=[O:85])[C@@H:80]([CH3:91])[CH2:79]3)=[CH:73][CH:72]=2)=[O:69])=[CH:64][CH:63]=1. Given the product [F:53][C:54]1[CH:60]=[CH:59][C:57]([NH:58][C:62]2[N:67]=[CH:66][C:65]([C:68]([N:70]([CH3:92])[C:71]3[CH:76]=[CH:75][C:74]([CH2:77][N:78]4[CH2:83][CH2:82][N:81]([C:84]([O:86][C:87]([CH3:89])([CH3:88])[CH3:90])=[O:85])[C@@H:80]([CH3:91])[CH2:79]4)=[CH:73][CH:72]=3)=[O:69])=[CH:64][CH:63]=2)=[CH:56][CH:55]=1, predict the reactants needed to synthesize it. (3) Given the product [Br:1][C:2]1[C:3]([CH3:20])=[C:4]([N:8]2[C:9](=[O:19])[CH:10]=[C:11]3[C:16]([O:17][CH3:18])=[CH:15][CH:14]=[CH:13][N:12]3[C:26]2=[O:27])[CH:5]=[CH:6][CH:7]=1, predict the reactants needed to synthesize it. The reactants are: [Br:1][C:2]1[C:3]([CH3:20])=[C:4]([NH:8][C:9](=[O:19])[CH2:10][C:11]2[C:16]([O:17][CH3:18])=[CH:15][CH:14]=[CH:13][N:12]=2)[CH:5]=[CH:6][CH:7]=1.C1N=CN([C:26](N2C=NC=C2)=[O:27])C=1. (4) Given the product [ClH:24].[F:1][C:2]1[CH:3]=[CH:4][C:5]([CH2:6][NH:7][C:8]2[N:9]=[C:10]([NH:18][CH2:19][CH2:20][CH3:21])[N:11]=[C:12]([NH:14][CH2:15][CH2:16][CH3:17])[N:13]=2)=[CH:22][CH:23]=1, predict the reactants needed to synthesize it. The reactants are: [F:1][C:2]1[CH:23]=[CH:22][C:5]([CH2:6][NH:7][C:8]2[N:13]=[C:12]([NH:14][CH2:15][CH2:16][CH3:17])[N:11]=[C:10]([NH:18][CH2:19][CH2:20][CH3:21])[N:9]=2)=[CH:4][CH:3]=1.[ClH:24].C(OCC)C. (5) Given the product [C:10]([C@@H:9]1[N:5]([C:3](=[O:4])[CH2:2][NH:25][C:22]([CH3:24])([CH3:23])[CH2:21][C:18]2[CH:19]=[CH:20][C:15]([F:14])=[CH:16][CH:17]=2)[C@H:6]([C:12]#[N:13])[CH2:7][CH2:8]1)#[CH:11], predict the reactants needed to synthesize it. The reactants are: Cl[CH2:2][C:3]([N:5]1[C@@H:9]([C:10]#[CH:11])[CH2:8][CH2:7][C@H:6]1[C:12]#[N:13])=[O:4].[F:14][C:15]1[CH:20]=[CH:19][C:18]([CH2:21][C:22]([NH2:25])([CH3:24])[CH3:23])=[CH:17][CH:16]=1. (6) Given the product [CH3:18][C:4]1[CH:5]=[C:6]([O:8][C@H:9]2[CH2:13][CH2:12][N:11]([S:14]([CH3:17])(=[O:16])=[O:15])[CH2:10]2)[CH:7]=[C:2]([CH3:1])[C:3]=1[C:19]1[CH:24]=[CH:23][CH:22]=[C:21]([CH2:25][O:26][C:27]2[CH:40]=[CH:39][C:30]3[C@H:31]([CH2:34][C:35]([OH:37])=[O:36])[CH2:32][O:33][C:29]=3[CH:28]=2)[CH:20]=1, predict the reactants needed to synthesize it. The reactants are: [CH3:1][C:2]1[CH:7]=[C:6]([O:8][C@H:9]2[CH2:13][CH2:12][N:11]([S:14]([CH3:17])(=[O:16])=[O:15])[CH2:10]2)[CH:5]=[C:4]([CH3:18])[C:3]=1[C:19]1[CH:24]=[CH:23][CH:22]=[C:21]([CH2:25][O:26][C:27]2[CH:40]=[CH:39][C:30]3[C@H:31]([CH2:34][C:35]([O:37]C)=[O:36])[CH2:32][O:33][C:29]=3[CH:28]=2)[CH:20]=1.[OH-].[Li+]. (7) Given the product [Cl:1][C:2]1[C:11]2[C:6](=[CH:7][C:8]([O:19][CH3:20])=[C:9]([C:12]([O:14][CH3:15])=[O:13])[CH:10]=2)[N:5]=[CH:4][CH:3]=1.[F:30][C:31]1[CH:32]=[C:33]([OH:34])[CH:51]=[CH:52][C:53]=1[N+:54]([O-:56])=[O:55], predict the reactants needed to synthesize it. The reactants are: [Cl:1][C:2]1[C:11]2[C:6](=[CH:7][C:8]([O:19][CH3:20])=[C:9]([C:12]([O:14][C:15](C)(C)C)=[O:13])[CH:10]=2)[N:5]=[CH:4][CH:3]=1.C(N(CC)C(C)C)(C)C.[F:30][C:31]1[CH:32]=[C:33]([CH:51]=[CH:52][C:53]=1[N+:54]([O-:56])=[O:55])[O:34]C1C2C(=CC(OC)=C(C(OC)=O)C=2)N=CC=1. (8) The reactants are: CS(O[CH2:6][CH2:7][N:8]1[C:16]2[N:15]=[C:14]([NH2:17])[N:13]3[N:18]=[C:19]([C:21]4[O:22][CH:23]=[CH:24][CH:25]=4)[N:20]=[C:12]3[C:11]=2[CH:10]=[CH:9]1)(=O)=O.Cl.Cl.[F:28][C:29]1[CH:42]=[C:41]([F:43])[CH:40]=[CH:39][C:30]=1[CH2:31][CH2:32][N:33]1[CH2:38][CH2:37][NH:36][CH2:35][CH2:34]1.CCN(C(C)C)C(C)C. Given the product [F:28][C:29]1[CH:42]=[C:41]([F:43])[CH:40]=[CH:39][C:30]=1[CH2:31][CH2:32][N:33]1[CH2:38][CH2:37][N:36]([CH2:6][CH2:7][N:8]2[C:16]3[N:15]=[C:14]([NH2:17])[N:13]4[N:18]=[C:19]([C:21]5[O:22][CH:23]=[CH:24][CH:25]=5)[N:20]=[C:12]4[C:11]=3[CH:10]=[CH:9]2)[CH2:35][CH2:34]1, predict the reactants needed to synthesize it. (9) Given the product [CH3:12][C:8]1[CH:7]=[CH:6][C:5]2[C:10](=[CH:11][C:2]([O:1][CH2:19][CH:18]3[CH2:17][O:13]3)=[CH:3][CH:4]=2)[N:9]=1, predict the reactants needed to synthesize it. The reactants are: [OH:1][C:2]1[CH:11]=[C:10]2[C:5]([CH:6]=[CH:7][C:8]([CH3:12])=[N:9]2)=[CH:4][CH:3]=1.[O:13]1[C:17]2[CH:18]=[CH:19]C=CC=2N=C1.